This data is from Peptide-MHC class II binding affinity with 134,281 pairs from IEDB. The task is: Regression. Given a peptide amino acid sequence and an MHC pseudo amino acid sequence, predict their binding affinity value. This is MHC class II binding data. (1) The peptide sequence is HHLVEFEPPHAATIR. The MHC is DRB1_1302 with pseudo-sequence DRB1_1302. The binding affinity (normalized) is 0.186. (2) The peptide sequence is RPLWIIFSGNMNIKL. The MHC is DRB1_0901 with pseudo-sequence DRB1_0901. The binding affinity (normalized) is 0.397. (3) The peptide sequence is VVAVDIKEKGKDKWI. The MHC is HLA-DQA10501-DQB10301 with pseudo-sequence HLA-DQA10501-DQB10301. The binding affinity (normalized) is 0.249. (4) The peptide sequence is GMFTNRSGSQ. The MHC is DRB1_1201 with pseudo-sequence DRB1_1201. The binding affinity (normalized) is 0.